Dataset: Catalyst prediction with 721,799 reactions and 888 catalyst types from USPTO. Task: Predict which catalyst facilitates the given reaction. Reactant: [CH3:1][C:2]1[NH:6][C:5](=[O:7])[N:4]([C:8]2[CH:13]=[CH:12][C:11]([S:14][C:15]3[CH:16]=[C:17]([C:21]4([C:27]([NH:29][CH2:30][C:31]#[CH:32])=[O:28])[CH2:26][CH2:25][O:24][CH2:23][CH2:22]4)[CH:18]=[CH:19][CH:20]=3)=[CH:10][CH:9]=2)[N:3]=1. Product: [CH3:1][C:2]1[NH:6][C:5](=[O:7])[N:4]([C:8]2[CH:13]=[CH:12][C:11]([S:14][C:15]3[CH:20]=[CH:19][CH:18]=[C:17]([C:21]4([C:27]5[O:28][C:31]([CH3:32])=[CH:30][N:29]=5)[CH2:22][CH2:23][O:24][CH2:25][CH2:26]4)[CH:16]=3)=[CH:10][CH:9]=2)[N:3]=1. The catalyst class is: 15.